This data is from NCI-60 drug combinations with 297,098 pairs across 59 cell lines. The task is: Regression. Given two drug SMILES strings and cell line genomic features, predict the synergy score measuring deviation from expected non-interaction effect. (1) Drug 1: C1=C(C(=O)NC(=O)N1)N(CCCl)CCCl. Drug 2: C1=CC=C(C(=C1)C(C2=CC=C(C=C2)Cl)C(Cl)Cl)Cl. Cell line: SF-268. Synergy scores: CSS=20.7, Synergy_ZIP=-0.554, Synergy_Bliss=-1.71, Synergy_Loewe=-16.2, Synergy_HSA=-2.61. (2) Drug 1: CC1=CC2C(CCC3(C2CCC3(C(=O)C)OC(=O)C)C)C4(C1=CC(=O)CC4)C. Drug 2: CC1=C(C(=CC=C1)Cl)NC(=O)C2=CN=C(S2)NC3=CC(=NC(=N3)C)N4CCN(CC4)CCO. Cell line: U251. Synergy scores: CSS=2.46, Synergy_ZIP=-2.23, Synergy_Bliss=-1.46, Synergy_Loewe=-4.07, Synergy_HSA=-1.30. (3) Drug 1: CC1=C(C=C(C=C1)NC2=NC=CC(=N2)N(C)C3=CC4=NN(C(=C4C=C3)C)C)S(=O)(=O)N.Cl. Drug 2: CN1CCC(CC1)COC2=C(C=C3C(=C2)N=CN=C3NC4=C(C=C(C=C4)Br)F)OC. Cell line: NCI/ADR-RES. Synergy scores: CSS=4.15, Synergy_ZIP=-0.971, Synergy_Bliss=1.70, Synergy_Loewe=-3.79, Synergy_HSA=-0.0628. (4) Drug 1: CC(C1=C(C=CC(=C1Cl)F)Cl)OC2=C(N=CC(=C2)C3=CN(N=C3)C4CCNCC4)N. Drug 2: CC(C)CN1C=NC2=C1C3=CC=CC=C3N=C2N. Cell line: DU-145. Synergy scores: CSS=-1.14, Synergy_ZIP=0.146, Synergy_Bliss=-2.04, Synergy_Loewe=-6.05, Synergy_HSA=-4.58. (5) Drug 1: CC12CCC(CC1=CCC3C2CCC4(C3CC=C4C5=CN=CC=C5)C)O. Drug 2: C1CC(=O)NC(=O)C1N2C(=O)C3=CC=CC=C3C2=O. Cell line: HS 578T. Synergy scores: CSS=11.7, Synergy_ZIP=5.03, Synergy_Bliss=12.9, Synergy_Loewe=7.66, Synergy_HSA=9.29. (6) Drug 1: CNC(=O)C1=CC=CC=C1SC2=CC3=C(C=C2)C(=NN3)C=CC4=CC=CC=N4. Drug 2: CC1=CC2C(CCC3(C2CCC3(C(=O)C)OC(=O)C)C)C4(C1=CC(=O)CC4)C. Cell line: ACHN. Synergy scores: CSS=-4.05, Synergy_ZIP=-1.84, Synergy_Bliss=-7.94, Synergy_Loewe=-12.5, Synergy_HSA=-8.71. (7) Drug 1: CC1OCC2C(O1)C(C(C(O2)OC3C4COC(=O)C4C(C5=CC6=C(C=C35)OCO6)C7=CC(=C(C(=C7)OC)O)OC)O)O. Drug 2: CN(CCCl)CCCl.Cl. Cell line: KM12. Synergy scores: CSS=14.5, Synergy_ZIP=-3.48, Synergy_Bliss=-5.72, Synergy_Loewe=-0.806, Synergy_HSA=-0.293. (8) Drug 1: C1=NC2=C(N=C(N=C2N1C3C(C(C(O3)CO)O)O)F)N. Drug 2: CC1CCC2CC(C(=CC=CC=CC(CC(C(=O)C(C(C(=CC(C(=O)CC(OC(=O)C3CCCCN3C(=O)C(=O)C1(O2)O)C(C)CC4CCC(C(C4)OC)OCCO)C)C)O)OC)C)C)C)OC. Cell line: PC-3. Synergy scores: CSS=15.6, Synergy_ZIP=1.27, Synergy_Bliss=3.71, Synergy_Loewe=0.453, Synergy_HSA=2.60.